Dataset: Catalyst prediction with 721,799 reactions and 888 catalyst types from USPTO. Task: Predict which catalyst facilitates the given reaction. Reactant: [CH2:1]([O:8][C:9]([NH:11][C@H:12]([C:18](OCC)=[O:19])[CH2:13][C:14]([F:17])([CH3:16])[CH3:15])=[O:10])[C:2]1[CH:7]=[CH:6][CH:5]=[CH:4][CH:3]=1.[Li+].[Cl-].[BH4-].[Na+].O.Cl. The catalyst class is: 8. Product: [F:17][C:14]([CH3:16])([CH3:15])[CH2:13][C@H:12]([NH:11][C:9](=[O:10])[O:8][CH2:1][C:2]1[CH:3]=[CH:4][CH:5]=[CH:6][CH:7]=1)[CH2:18][OH:19].